Dataset: Full USPTO retrosynthesis dataset with 1.9M reactions from patents (1976-2016). Task: Predict the reactants needed to synthesize the given product. (1) Given the product [CH:16]1([CH2:15][N:7]2[CH2:8][CH:9]([CH3:14])[C:10](=[O:13])[N:11]([CH3:12])[C:5]3[CH:4]=[N:3][C:2]([NH:22][C:23]4[CH:38]=[CH:37][C:26]([C:27]([NH:29][CH:30]5[CH2:31][CH2:32][N:33]([CH3:36])[CH2:34][CH2:35]5)=[O:28])=[CH:25][C:24]=4[O:39][CH3:40])=[N:21][C:6]2=3)[CH2:20][CH2:19][CH2:18][CH2:17]1, predict the reactants needed to synthesize it. The reactants are: Cl[C:2]1[N:3]=[CH:4][C:5]2[N:11]([CH3:12])[C:10](=[O:13])[CH:9]([CH3:14])[CH2:8][N:7]([CH2:15][CH:16]3[CH2:20][CH2:19][CH2:18][CH2:17]3)[C:6]=2[N:21]=1.[NH2:22][C:23]1[CH:38]=[CH:37][C:26]([C:27]([NH:29][CH:30]2[CH2:35][CH2:34][N:33]([CH3:36])[CH2:32][CH2:31]2)=[O:28])=[CH:25][C:24]=1[O:39][CH3:40].O.C1(C)C=CC(S(O)(=O)=O)=CC=1. (2) Given the product [OH:1][C:2]([C:5]1[N:6]=[C:7]([CH2:13][CH2:14][CH3:15])[NH:8][C:9]=1[C:10]([O:12][CH2:17][CH3:18])=[O:11])([CH3:4])[CH3:3], predict the reactants needed to synthesize it. The reactants are: [OH:1][C:2]([C:5]1[N:6]=[C:7]([CH2:13][CH2:14][CH3:15])[NH:8][C:9]=1[C:10]([OH:12])=[O:11])([CH3:4])[CH3:3].Cl.[CH2:17](O)[CH3:18]. (3) Given the product [C:34]([NH:1][C:2]1[CH:3]=[C:4]([N:8]2[C:17]3[C:12](=[CH:13][CH:14]=[CH:15][N:16]=3)[CH:11]=[C:10]([CH2:18][CH2:19][CH2:20][C:21]3[CH:22]=[CH:23][N:24]=[CH:25][CH:26]=3)[C:9]2=[O:27])[CH:5]=[CH:6][CH:7]=1)(=[O:36])[CH3:35], predict the reactants needed to synthesize it. The reactants are: [NH2:1][C:2]1[CH:3]=[C:4]([N:8]2[C:17]3[C:12](=[CH:13][CH:14]=[CH:15][N:16]=3)[CH:11]=[C:10]([CH2:18][CH2:19][CH2:20][C:21]3[CH:26]=[CH:25][N:24]=[CH:23][CH:22]=3)[C:9]2=[O:27])[CH:5]=[CH:6][CH:7]=1.N1C=CC=CC=1.[C:34](OC(=O)C)(=[O:36])[CH3:35]. (4) Given the product [CH3:19][N:8]([CH3:7])[C:9]1[CH:18]=[CH:17][C:12]([CH2:13][CH2:14][CH2:15][OH:16])=[CH:11][CH:10]=1, predict the reactants needed to synthesize it. The reactants are: [H-].[H-].[H-].[H-].[Li+].[Al+3].[CH3:7][N:8]([CH3:19])[C:9]1[CH:18]=[CH:17][C:12]([CH:13]=[CH:14][CH:15]=[O:16])=[CH:11][CH:10]=1.Cl.C([O-])(O)=O.[Na+]. (5) Given the product [C:1]([C:5]1[CH:29]=[CH:28][C:8]([C:9]([NH:11][C@H:12]([C:24]([O:26][CH3:27])=[O:25])[CH2:13][C:14]2[CH:15]=[CH:16][C:17]([C:18]([OH:20])=[O:19])=[CH:22][CH:23]=2)=[O:10])=[CH:7][CH:6]=1)([CH3:4])([CH3:2])[CH3:3], predict the reactants needed to synthesize it. The reactants are: [C:1]([C:5]1[CH:29]=[CH:28][C:8]([C:9]([NH:11][C@H:12]([C:24]([O:26][CH3:27])=[O:25])[CH2:13][C:14]2[CH:23]=[CH:22][C:17]([C:18]([O:20]C)=[O:19])=[CH:16][CH:15]=2)=[O:10])=[CH:7][CH:6]=1)([CH3:4])([CH3:3])[CH3:2].O.[OH-].[Li+].Cl.